From a dataset of Forward reaction prediction with 1.9M reactions from USPTO patents (1976-2016). Predict the product of the given reaction. (1) Given the reactants [Cl:1][C:2]1[CH:12]=[C:11]([NH:13][CH2:14][CH3:15])[C:5]([C:6](OCC)=[O:7])=[CH:4][N:3]=1.[BH4-].[Li+], predict the reaction product. The product is: [Cl:1][C:2]1[N:3]=[CH:4][C:5]([CH2:6][OH:7])=[C:11]([NH:13][CH2:14][CH3:15])[CH:12]=1.[Cl:1][C:2]1[CH:12]=[C:11]([NH:13][CH2:14][CH3:15])[C:5]([CH:6]=[O:7])=[CH:4][N:3]=1. (2) Given the reactants [Cl:1][C:2]1[CH:3]=[CH:4][C:5]([CH3:27])=[C:6]([N:8]([CH2:13][C:14]([N:16]([N:18]2[CH2:26][C:25]3[C:20](=[CH:21][CH:22]=[CH:23][CH:24]=3)[CH2:19]2)[CH3:17])=[O:15])[CH2:9][C:10]([OH:12])=O)[CH:7]=1.[NH2:28][CH2:29][CH2:30][NH:31]C(=O)OC(C)(C)C, predict the reaction product. The product is: [ClH:1].[ClH:1].[Cl:1][C:2]1[CH:3]=[CH:4][C:5]([CH3:27])=[C:6]([N:8]([CH2:13][C:14]([N:16]([N:18]2[CH2:26][C:25]3[C:20](=[CH:21][CH:22]=[CH:23][CH:24]=3)[CH2:19]2)[CH3:17])=[O:15])[CH2:9][C:10]([NH:28][CH2:29][CH2:30][NH2:31])=[O:12])[CH:7]=1. (3) Given the reactants Br[C:2]1[CH:7]=[CH:6][C:5]([O:8][CH3:9])=[CH:4][N:3]=1.C([Li])CCC.[C:15]1(=[O:19])[CH2:18][CH2:17][CH2:16]1, predict the reaction product. The product is: [CH3:9][O:8][C:5]1[CH:6]=[CH:7][C:2]([C:15]2([OH:19])[CH2:18][CH2:17][CH2:16]2)=[N:3][CH:4]=1. (4) Given the reactants C1CCN2C(=NCCC2)CC1.[CH3:12][O:13][C:14](=[O:33])[CH:15](P(OC)(OC)=O)[NH:16][C:17]([O:19][CH2:20][C:21]1[CH:26]=[CH:25][CH:24]=[CH:23][CH:22]=1)=[O:18].O=[C:35]1[CH2:40][CH2:39][CH:38]([NH:41][C:42](=[O:48])[O:43][C:44]([CH3:47])([CH3:46])[CH3:45])[CH2:37][CH2:36]1, predict the reaction product. The product is: [CH3:12][O:13][C:14](=[O:33])[C:15](=[C:35]1[CH2:36][CH2:37][CH:38]([NH:41][C:42]([O:43][C:44]([CH3:47])([CH3:46])[CH3:45])=[O:48])[CH2:39][CH2:40]1)[NH:16][C:17]([O:19][CH2:20][C:21]1[CH:22]=[CH:23][CH:24]=[CH:25][CH:26]=1)=[O:18]. (5) Given the reactants C([O:5][C:6]1[CH:7]=[C:8]([C:12]2[C:13]3[CH2:26][CH2:25][N:24]([CH:27]=[O:28])[C:14]=3[N:15]=[C:16]([N:18]3[CH2:23][CH2:22][O:21][CH2:20][CH2:19]3)[N:17]=2)[CH:9]=[CH:10][CH:11]=1)(C)(C)C.FC(F)(F)C(O)=O, predict the reaction product. The product is: [OH:5][C:6]1[CH:7]=[C:8]([C:12]2[C:13]3[CH2:26][CH2:25][N:24]([CH:27]=[O:28])[C:14]=3[N:15]=[C:16]([N:18]3[CH2:19][CH2:20][O:21][CH2:22][CH2:23]3)[N:17]=2)[CH:9]=[CH:10][CH:11]=1. (6) Given the reactants [CH:1]([O:4][C:5]([N:7]1[CH2:12][CH2:11][N:10]([C:13]2[CH:14]=[CH:15][C:16]3[N:17]([C:19]([C:22]4[C:23]([O:28][CH3:29])=[N:24][CH:25]=[CH:26][CH:27]=4)=[CH:20][N:21]=3)[N:18]=2)[CH2:9][CH2:8]1)=[O:6])([CH3:3])[CH3:2].[ClH:30], predict the reaction product. The product is: [ClH:30].[ClH:30].[CH:1]([O:4][C:5]([N:7]1[CH2:12][CH2:11][N:10]([C:13]2[CH:14]=[CH:15][C:16]3[N:17]([C:19]([C:22]4[C:23]([O:28][CH3:29])=[N:24][CH:25]=[CH:26][CH:27]=4)=[CH:20][N:21]=3)[N:18]=2)[CH2:9][CH2:8]1)=[O:6])([CH3:3])[CH3:2]. (7) Given the reactants [C:1]1([C:27]2[CH:32]=[CH:31][CH:30]=[CH:29][CH:28]=2)[CH:6]=[CH:5][C:4]([C:7]([N:9]2[CH2:14][CH2:13][N:12]([C:15]3[C:16]4[CH:24]=[C:23]([CH2:25][CH3:26])[S:22][C:17]=4[N:18]=[C:19]([NH2:21])[N:20]=3)[CH2:11][CH2:10]2)=[O:8])=[CH:3][CH:2]=1.[N:33]([CH2:36][C:37]([O:39][CH2:40][CH3:41])=[O:38])=[C:34]=[O:35], predict the reaction product. The product is: [C:1]1([C:27]2[CH:32]=[CH:31][CH:30]=[CH:29][CH:28]=2)[CH:6]=[CH:5][C:4]([C:7]([N:9]2[CH2:10][CH2:11][N:12]([C:15]3[C:16]4[CH:24]=[C:23]([CH2:25][CH3:26])[S:22][C:17]=4[N:18]=[C:19]([NH:21][C:34]([NH:33][CH2:36][C:37]([O:39][CH2:40][CH3:41])=[O:38])=[O:35])[N:20]=3)[CH2:13][CH2:14]2)=[O:8])=[CH:3][CH:2]=1.